Task: Predict the product of the given reaction.. Dataset: Forward reaction prediction with 1.9M reactions from USPTO patents (1976-2016) (1) Given the reactants [C:1]1([S:7]([C:10]2[CH:15]=[CH:14][C:13]([CH2:16][CH2:17][CH3:18])=[CH:12][CH:11]=2)(=[O:9])=[O:8])[CH:6]=[CH:5][CH:4]=[CH:3][CH:2]=1.[Cl:19][S:20](O)(=[O:22])=[O:21].Cl, predict the reaction product. The product is: [C:1]1([S:7]([C:10]2[CH:11]=[CH:12][C:13]([CH2:16][CH2:17][CH3:18])=[C:14]([S:20]([Cl:19])(=[O:22])=[O:21])[CH:15]=2)(=[O:9])=[O:8])[CH:2]=[CH:3][CH:4]=[CH:5][CH:6]=1. (2) Given the reactants C(OC([N:6]1[CH2:11][CH2:10][C:9](=[C:12]2[C:18]3=[N:19][CH:20]=[CH:21][CH:22]=[C:17]3[CH2:16][CH2:15][C:14]3[CH:23]=[C:24]([Cl:27])[CH:25]=[CH:26][C:13]2=3)[CH2:8][CH2:7]1)=O)C, predict the reaction product. The product is: [CH:21]1[CH:20]=[N:19][C:18]2[C:12]([C:13]3[CH:26]=[CH:25][C:24]([Cl:27])=[CH:23][C:14]=3[CH2:15][CH2:16][C:17]=2[CH:22]=1)=[C:9]1[CH2:10][CH2:11][NH:6][CH2:7][CH2:8]1. (3) Given the reactants [N+:1]([C:4]1[CH:5]=[C:6]([CH:8]=[CH:9][CH:10]=1)[NH2:7])([O-:3])=[O:2].C(N(CC)CC)C.[Cl:18][CH2:19][C:20](Cl)=[O:21].O, predict the reaction product. The product is: [Cl:18][CH2:19][C:20]([NH:7][C:6]1[CH:8]=[CH:9][CH:10]=[C:4]([N+:1]([O-:3])=[O:2])[CH:5]=1)=[O:21].